Dataset: Experimentally validated miRNA-target interactions with 360,000+ pairs, plus equal number of negative samples. Task: Binary Classification. Given a miRNA mature sequence and a target amino acid sequence, predict their likelihood of interaction. (1) The miRNA is hsa-miR-921 with sequence CUAGUGAGGGACAGAACCAGGAUUC. The protein sequence of the target gene is MTGYTMLRNGGAGNGGQTCMLRWSNRIRLTWLSFTLFVILVFFPLIAHYYLTTLDEADEAGKRIFGPRVGNELCEVKHVLDLCRIRESVSEELLQLEAKRQELNSEIAKLNLKIEACKKSIENAKQDLLQLKNVISQTEHSYKELMAQNQPKLSLPIRLLPEKDDAGLPPPKATRGCRLHNCFDYSRCPLTSGFPVYVYDSDQFVFGSYLDPLVKQAFQATARANVYVTENADIACLYVILVGEMQEPVVLRPAELEKQLYSLPHWRTDGHNHVIINLSRKSDTQNLLYNVSTGRAMVAQ.... Result: 0 (no interaction). (2) The miRNA is hsa-miR-222-3p with sequence AGCUACAUCUGGCUACUGGGU. The protein sequence of the target gene is MGRVRTKTVKKAARVIIEKYYTRLGNDFHTNKRVCEEIAIIPSKKLRNKIAGYVTHLMKRIQRGPVRGISIKLQEEERERRDNYVPEVSALDQEIIEVDPDTKEMLKLLDFGSLSNLQVTQPTVGMNFKTPRGPV. Result: 1 (interaction). (3) The miRNA is mmu-miR-149-5p with sequence UCUGGCUCCGUGUCUUCACUCCC. The protein sequence of the target gene is MATSNNPRKFSEKIALHNQKQAEETAAFEEVMKDLSLTRAARLQLQKSQYLQLGPSRGQYYGGSLPNVNQIGSSSVDLAFQTPFQSSGLDTSRTTRHHGLVDRVYRERGRLGSPHRRPLSVDKHGRQADSCPYGTVYLSPPADTSWRRTNSDSALHQSTMTPSQAESFTGGSQDAHQKRVLLLTVPGMEDTGAETDKTLSKQSWDSKKAGSRPKSCEVPGINIFPSADQENTTALIPATHNTGGSLPDLTNIHFPSPLPTPLDPEEPPFPALTSSSSTGSLAHLGVGGAGQGMNTPSSSP.... Result: 1 (interaction). (4) The miRNA is rno-miR-494-3p with sequence UGAAACAUACACGGGAAACCUCU. The protein sequence of the target gene is MIESDTSSIMSGIIRNSGQNHHPSPQEYRLLATTSDDDLPGDLQSLSWLTAVDVPRLQQMASGRVDLGGPCVPHPHPGALAGVADLHVGATPSPLLHGPAGMAPRGMPGLGPITGHRDSMSQFPVGGQPSSGLQDPPHLYSPATQPQFPLPPGAQQCPPVGLYGPPFGVRPPYPQPHVAVHSSQELHPKHYPKPIYSYSCLIAMALKNSKTGSLPVSEIYSFMKEHFPYFKTAPDGWKNSVRHNLSLNKCFEKVENKMSGSSRKGCLWALNLARIDKMEEEMHKWKRKDLAAIHRSMANP.... Result: 0 (no interaction). (5) The miRNA is hsa-miR-636 with sequence UGUGCUUGCUCGUCCCGCCCGCA. The protein sequence of the target gene is MDMAQEPVTFRDVAIYFSREEWACLEPSQRALYRDVMLDNFSSVAALGFCSPRPDLVSRLEQWEEPWVEDRERPEFQAVQRGPRPGARKSADPKRPCDHPAWAHKKTHVRRERAREGSSFRKGFRLDTDDGQLPRAAPERTDAKPTAFPCQVLTQRCGRRPGRRERRKQRAVELSFICGTCGKALSCHSRLLAHQTVHTGTKAFECPECGQTFRWASNLQRHQKNHTREKPFCCEACGQAFSLKDRLAQHRKVHTEHRPYSCGDCGKAFKQKSNLLRHQLVHTGERPFYCADCGKAFRTK.... Result: 0 (no interaction). (6) The miRNA is hsa-miR-4271 with sequence GGGGGAAGAAAAGGUGGGG. The protein sequence of the target gene is MRTALLLLAALAVATGPALTLRCHVCTSSSNCKHSVVCPASSRFCKTTNTVEPLRGNLVKKDCAESCTPSYTLQGQVSSGTSSTQCCQEDLCNEKLHNAAPTRTALAHSALSLGLALSLLAVILAPSL. Result: 0 (no interaction). (7) The miRNA is hsa-miR-3913-3p with sequence AGACAUCAAGAUCAGUCCCAAA. The protein sequence of the target gene is MDLAAIYKSLLSLSPELPSDLGETESSTSWASSGPWSLSSSDSSLPEVAARLPGRSTSLVEGRSCGWVPPPPGFAPLAPRPSSDWSPSPTSPTATPTTSSRYKTELCRTFSESGRCRYGAKCQFAHGLGELRQASRHPKYKTELCHKFYLQGRCPYGSRCHFIHNPSEDLAAPGHPHVLRQSISFSGLPSGRRTSPPPASLAGPSVSSWSFSPSSSPPPPPGDLLLSPSAFSAAPGHLCRRDPTPACCPSCRRATPNSVWGPVGGLARSPSAHSLGSDPDEYASSGTSLGGSDSPVFEAG.... Result: 0 (no interaction). (8) The miRNA is hsa-miR-6806-5p with sequence UGUAGGCAUGAGGCAGGGCCCAGG. The protein sequence of the target gene is MSDTWSSIQAHKKQLDSLRERLQRRRKQDSGHLDLRNPEAALSPTFRSDSPVPTAPTSGGPKPSTASAVPELATDPELEKKLLHHLSDLALTLPTDAVSICLAISTPDAPATQDGVESLLQKFAAQELIEVKRGLLQDDAHPTLVTYADHSKLSAMMGAVAEKKGPGEVAGTVTGQKRRAEQDSTTVAAFASSLVSGLNSSASEPAKEPAKKSRKHAASDVDLEIESLLNQQSTKEQQSKKVSQEILELLNTTTAKEQSIVEKFRSRGRAQVQEFCDYGTKEECMKASDADRPCRKLHFR.... Result: 0 (no interaction).